Dataset: Catalyst prediction with 721,799 reactions and 888 catalyst types from USPTO. Task: Predict which catalyst facilitates the given reaction. (1) Reactant: [CH3:1][C:2]([NH:5][CH2:6][C@H:7]([OH:21])[CH2:8][O:9][C:10]1[C:11]([N:15]2[CH2:20][CH2:19][O:18][CH2:17][CH2:16]2)=[N:12][S:13][N:14]=1)([CH3:4])[CH3:3].C(/C(O)=O)=C/C(O)=O. Product: [CH3:4][C:2]([NH:5][CH2:6][C@H:7]([OH:21])[CH2:8][O:9][C:10]1[C:11]([N:15]2[CH2:20][CH2:19][O:18][CH2:17][CH2:16]2)=[N:12][S:13][N:14]=1)([CH3:1])[CH3:3]. The catalyst class is: 813. (2) Reactant: [C:1]12([C:9](=[O:10])[CH:8]3[CH2:11][CH:5]1[CH2:6][CH2:7]3)[CH2:4][CH2:3][CH2:2]2.[CH2:12]([Mg]Cl)[CH2:13][CH3:14].CCOCC. Product: [CH2:12]([C:9]1([OH:10])[C:1]2([CH2:4][CH2:3][CH2:2]2)[CH:5]2[CH2:11][CH:8]1[CH2:7][CH2:6]2)[CH2:13][CH3:14]. The catalyst class is: 1. (3) Reactant: C[O:2][C:3]1[CH:8]=[CH:7][C:6]([C:9]2[C:10]3[C:11](=[N:16][O:17][C:18]=3[CH3:19])[C:12](=[O:15])[NH:13][N:14]=2)=[CH:5][CH:4]=1.C([S-])C.[Na+].O.Cl. Product: [OH:2][C:3]1[CH:8]=[CH:7][C:6]([C:9]2[C:10]3[C:11](=[N:16][O:17][C:18]=3[CH3:19])[C:12](=[O:15])[NH:13][N:14]=2)=[CH:5][CH:4]=1. The catalyst class is: 3.